Task: Predict the product of the given reaction.. Dataset: Forward reaction prediction with 1.9M reactions from USPTO patents (1976-2016) (1) Given the reactants [CH:1]([N:4]1[CH:8]=[CH:7][C:6]([C:9](OC)=[O:10])=[N:5]1)([CH3:3])[CH3:2].[H-].[Al+3].[Li+].[H-].[H-].[H-], predict the reaction product. The product is: [CH:1]([N:4]1[CH:8]=[CH:7][C:6]([CH2:9][OH:10])=[N:5]1)([CH3:3])[CH3:2]. (2) Given the reactants [CH2:1]([O:3][C:4](=[O:31])[CH2:5][C:6]1[CH:11]=[CH:10][C:9]([O:12][CH3:13])=[C:8]([O:14][C:15]2[CH:20]=[CH:19][C:18]([NH2:21])=[CH:17][C:16]=2[CH2:22][S:23][C:24]2[CH:29]=[CH:28][C:27]([Cl:30])=[CH:26][CH:25]=2)[CH:7]=1)[CH3:2].[C:32](Cl)(=[O:37])[C:33]([CH3:36])([CH3:35])[CH3:34], predict the reaction product. The product is: [CH2:1]([O:3][C:4](=[O:31])[CH2:5][C:6]1[CH:11]=[CH:10][C:9]([O:12][CH3:13])=[C:8]([O:14][C:15]2[CH:20]=[CH:19][C:18]([NH:21][C:32](=[O:37])[C:33]([CH3:36])([CH3:35])[CH3:34])=[CH:17][C:16]=2[CH2:22][S:23][C:24]2[CH:25]=[CH:26][C:27]([Cl:30])=[CH:28][CH:29]=2)[CH:7]=1)[CH3:2].